Dataset: Full USPTO retrosynthesis dataset with 1.9M reactions from patents (1976-2016). Task: Predict the reactants needed to synthesize the given product. (1) Given the product [C:1]([NH:4][C:5]1[CH:14]=[CH:13][CH:12]=[C:11]2[C:6]=1[CH:7]=[CH:8][C:9]([S:15]([NH:26][CH2:19][C:20]1[CH:25]=[CH:24][CH:23]=[CH:22][CH:21]=1)(=[O:17])=[O:16])=[CH:10]2)(=[O:3])[CH3:2], predict the reactants needed to synthesize it. The reactants are: [C:1]([NH:4][C:5]1[CH:14]=[CH:13][CH:12]=[C:11]2[C:6]=1[CH:7]=[CH:8][C:9]([S:15](Cl)(=[O:17])=[O:16])=[CH:10]2)(=[O:3])[CH3:2].[CH2:19]([NH2:26])[C:20]1[CH:25]=[CH:24][CH:23]=[CH:22][CH:21]=1.C(N(CC)CC)C.O. (2) Given the product [F:23][C:18]1[C:17]([C:13]2[CH:12]=[C:11]([N:9]3[CH:10]=[C:6]([C:4]([C:26]4[O:25][CH:29]=[CH:28][CH:27]=4)=[O:5])[N:7]=[CH:8]3)[CH:16]=[CH:15][CH:14]=2)=[CH:22][CH:21]=[CH:20][N:19]=1, predict the reactants needed to synthesize it. The reactants are: CON(C)[C:4]([C:6]1[N:7]=[CH:8][N:9]([C:11]2[CH:16]=[CH:15][CH:14]=[C:13]([C:17]3[C:18]([F:23])=[N:19][CH:20]=[CH:21][CH:22]=3)[CH:12]=2)[CH:10]=1)=[O:5].[O:25]1[CH:29]=[CH:28][CH:27]=[CH:26]1. (3) Given the product [Cl:1][C:2]1[CH:7]=[C:6]([N+:8]([O-:10])=[O:9])[CH:5]=[CH:4][C:3]=1[O:18][C:12]1[CH:17]=[CH:16][CH:15]=[CH:14][CH:13]=1, predict the reactants needed to synthesize it. The reactants are: [Cl:1][C:2]1[CH:7]=[C:6]([N+:8]([O-:10])=[O:9])[CH:5]=[CH:4][C:3]=1F.[C:12]1([OH:18])[CH:17]=[CH:16][CH:15]=[CH:14][CH:13]=1.C(=O)([O-])[O-].[K+].[K+]. (4) Given the product [CH:1]([N:4]1[C:8]2[N:9]=[C:10]3[CH2:16][N:15]([CH2:25][C:24]4[CH:27]=[CH:28][C:21]([O:20][CH3:19])=[CH:22][CH:23]=4)[CH2:14][CH2:13][CH2:12][N:11]3[C:17](=[O:18])[C:7]=2[CH:6]=[N:5]1)([CH3:3])[CH3:2], predict the reactants needed to synthesize it. The reactants are: [CH:1]([N:4]1[C:8]2[N:9]=[C:10]3[CH2:16][NH:15][CH2:14][CH2:13][CH2:12][N:11]3[C:17](=[O:18])[C:7]=2[CH:6]=[N:5]1)([CH3:3])[CH3:2].[CH3:19][O:20][C:21]1[CH:28]=[CH:27][C:24]([CH:25]=O)=[CH:23][CH:22]=1.C(O[BH-](OC(=O)C)OC(=O)C)(=O)C.[Na+].O.